Dataset: Full USPTO retrosynthesis dataset with 1.9M reactions from patents (1976-2016). Task: Predict the reactants needed to synthesize the given product. (1) Given the product [Cl:11][C:9]1[N:10]=[C:3]2[C:2]([NH:12][CH2:13][C:14]3[CH:19]=[CH:18][CH:17]=[CH:16][C:15]=3[N:20]([CH3:25])[S:21]([CH3:24])(=[O:23])=[O:22])=[CH:7][CH:6]=[CH:5][N:4]2[N:8]=1, predict the reactants needed to synthesize it. The reactants are: Br[C:2]1[C:3]2[N:4]([N:8]=[C:9]([Cl:11])[N:10]=2)[CH:5]=[CH:6][CH:7]=1.[NH2:12][CH2:13][C:14]1[CH:19]=[CH:18][CH:17]=[CH:16][C:15]=1[N:20]([CH3:25])[S:21]([CH3:24])(=[O:23])=[O:22]. (2) Given the product [Br:23][C:24]1[CH:31]=[C:28]([CH:29]=[O:30])[C:27]([N:5]([CH2:1][CH:2]([CH3:4])[CH3:3])[CH2:6][CH2:7][CH2:8][CH2:9][C:17]([O:18][CH3:12])=[O:20])=[N:26][CH:25]=1, predict the reactants needed to synthesize it. The reactants are: [CH2:1]([N:5]1C[CH2:9][CH2:8][CH2:7][C:6]1=O)[CH:2]([CH3:4])[CH3:3].[CH3:12]S(O)(=O)=O.[C:17](=[O:20])([O-])[O-:18].[Na+].[Na+].[Br:23][C:24]1[CH:25]=[N:26][C:27](Cl)=[C:28]([CH:31]=1)[CH:29]=[O:30].Cl. (3) Given the product [OH:33][CH2:34][CH2:35][CH2:36][CH2:37][CH2:38][CH2:39][O:40][CH:41]1[CH2:46][CH2:45][N:44]([C:47]([C:49]2[CH:50]=[C:51]([S:55]([C:58]3[CH:59]=[C:60]4[C:65](=[C:66]([CH3:68])[CH:67]=3)[N:64]=[CH:63][C:62]([C:69]([NH2:71])=[O:70])=[C:61]4[NH:72][C:73]3[CH:78]=[CH:77][CH:76]=[C:75]([O:79][CH3:80])[CH:74]=3)(=[O:57])=[O:56])[CH:52]=[CH:53][CH:54]=2)=[O:48])[CH2:43][CH2:42]1, predict the reactants needed to synthesize it. The reactants are: N(C[C@@H](C1C=CC(OCC2C=CC=CC=2)=C2C=1C=CC(=O)N2)O)=[N+]=[N-].[Si]([O:33][CH2:34][CH2:35][CH2:36][CH2:37][CH2:38][CH2:39][O:40][CH:41]1[CH2:46][CH2:45][N:44]([C:47]([C:49]2[CH:50]=[C:51]([S:55]([C:58]3[CH:59]=[C:60]4[C:65](=[C:66]([CH3:68])[CH:67]=3)[N:64]=[CH:63][C:62]([C:69]([NH2:71])=[O:70])=[C:61]4[NH:72][C:73]3[CH:78]=[CH:77][CH:76]=[C:75]([O:79][CH3:80])[CH:74]=3)(=[O:57])=[O:56])[CH:52]=[CH:53][CH:54]=2)=[O:48])[CH2:43][CH2:42]1)(C(C)(C)C)(C)C. (4) Given the product [F:29][C:26]1[CH:27]=[CH:28][C:23]([C:20]2[C:21]3[C:16](=[N:15][N:14]([CH:11]4[CH2:12][CH2:13][NH:8][CH2:9][CH2:10]4)[CH:22]=3)[N:17]=[C:18]([C:36]3[CH:37]=[CH:38][C:39]([F:42])=[CH:40][CH:41]=3)[C:19]=2[C:30]2[CH:31]=[CH:32][N:33]=[CH:34][CH:35]=2)=[CH:24][CH:25]=1, predict the reactants needed to synthesize it. The reactants are: C(OC([N:8]1[CH2:13][CH2:12][CH:11]([N:14]2[CH:22]=[C:21]3[C:16]([N:17]=[C:18]([C:36]4[CH:41]=[CH:40][C:39]([F:42])=[CH:38][CH:37]=4)[C:19]([C:30]4[CH:35]=[CH:34][N:33]=[CH:32][CH:31]=4)=[C:20]3[C:23]3[CH:28]=[CH:27][C:26]([F:29])=[CH:25][CH:24]=3)=[N:15]2)[CH2:10][CH2:9]1)=O)(C)(C)C.FC(F)(F)C(O)=O. (5) Given the product [C:8]([C:7]1[C:2]([S:21][CH2:22][C:23]([NH2:25])=[O:24])=[N:3][C:4]([S:19][CH3:20])=[N:5][C:6]=1[C:10]1[CH:15]=[C:14]([O:16][CH3:17])[CH:13]=[CH:12][C:11]=1[F:18])#[N:9], predict the reactants needed to synthesize it. The reactants are: Cl[C:2]1[C:7]([C:8]#[N:9])=[C:6]([C:10]2[CH:15]=[C:14]([O:16][CH3:17])[CH:13]=[CH:12][C:11]=2[F:18])[N:5]=[C:4]([S:19][CH3:20])[N:3]=1.[SH:21][CH2:22][C:23]([NH2:25])=[O:24].C(=O)([O-])[O-].[Na+].[Na+].